This data is from Catalyst prediction with 721,799 reactions and 888 catalyst types from USPTO. The task is: Predict which catalyst facilitates the given reaction. (1) Reactant: [C:1](N1C=CN=C1)#[N:2].[F:8][C:9]([F:41])([F:40])[C:10]1[CH:11]=[C:12]([CH:33]=[C:34]([C:36]([F:39])([F:38])[F:37])[CH:35]=1)[CH2:13][NH:14][CH:15]1[CH2:21][CH2:20][CH2:19][N:18]([C:22]([O:24][CH:25]([CH3:27])[CH3:26])=[O:23])[C:17]2[CH:28]=[CH:29][C:30]([Br:32])=[CH:31][C:16]1=2.O. Product: [F:41][C:9]([F:8])([F:40])[C:10]1[CH:11]=[C:12]([CH:33]=[C:34]([C:36]([F:37])([F:38])[F:39])[CH:35]=1)[CH2:13][N:14]([C:1]#[N:2])[CH:15]1[CH2:21][CH2:20][CH2:19][N:18]([C:22]([O:24][CH:25]([CH3:27])[CH3:26])=[O:23])[C:17]2[CH:28]=[CH:29][C:30]([Br:32])=[CH:31][C:16]1=2. The catalyst class is: 80. (2) Reactant: [NH:1]1[CH2:6][CH2:5][CH:4]([C:7]2[CH:15]=[CH:14][CH:13]=[C:12]3[C:8]=2[CH2:9][C:10](=[O:16])[NH:11]3)[CH2:3][CH2:2]1.[Cl:17][C:18]1[CH:23]=[CH:22][C:21]([S:24]([C:27]2[C:28]([CH2:35][CH2:36][C:37]([OH:39])=[O:38])=[C:29]([CH:33]=O)[NH:30][C:31]=2[CH3:32])(=[O:26])=[O:25])=[CH:20][CH:19]=1.N1CCCCC1. Product: [Cl:17][C:18]1[CH:19]=[CH:20][C:21]([S:24]([C:27]2[C:28]([CH2:35][CH2:36][C:37]([OH:39])=[O:38])=[C:29](/[CH:33]=[C:9]3\[C:10](=[O:16])[NH:11][C:12]4[C:8]\3=[C:7]([CH:4]3[CH2:3][CH2:2][NH:1][CH2:6][CH2:5]3)[CH:15]=[CH:14][CH:13]=4)[NH:30][C:31]=2[CH3:32])(=[O:25])=[O:26])=[CH:22][CH:23]=1. The catalyst class is: 8. (3) Reactant: O=[C:2]([CH3:30])[CH2:3][CH2:4][C:5]1[CH:6]=[CH:7][C:8]([NH:11][C:12](=[O:29])[CH:13]([NH:17][C:18](=[O:28])[CH2:19][C:20]2[CH:25]=[C:24]([F:26])[CH:23]=[C:22]([F:27])[CH:21]=2)[CH2:14][CH2:15][CH3:16])=[N:9][CH:10]=1.[CH:31]([NH2:34])([CH3:33])[CH3:32].C(O)(=O)C.C(O[BH-](OC(=O)C)OC(=O)C)(=O)C.[Na+]. Product: [CH:31]([NH:34][CH:2]([CH3:30])[CH2:3][CH2:4][C:5]1[CH:6]=[CH:7][C:8]([NH:11][C:12](=[O:29])[CH:13]([NH:17][C:18](=[O:28])[CH2:19][C:20]2[CH:21]=[C:22]([F:27])[CH:23]=[C:24]([F:26])[CH:25]=2)[CH2:14][CH2:15][CH3:16])=[N:9][CH:10]=1)([CH3:33])[CH3:32]. The catalyst class is: 68. (4) Reactant: C([O:3][C:4]([C:6]12[CH2:23][CH:22]1[CH:21]=[CH:20][CH2:19][CH2:18][CH2:17][CH2:16][NH:15][C:14](=[O:24])[CH:13]1[CH:9]([CH2:10][CH:11]([O:25][C:26]3[C:35]4[C:30](=[CH:31][C:32]([O:36][CH3:37])=[CH:33][CH:34]=4)[N:29]=[C:28]([C:38]4[CH:43]=[CH:42][CH:41]=[CH:40][CH:39]=4)[CH:27]=3)[CH2:12]1)[C:8](=[O:44])[NH:7]2)=[O:5])C.CO.Cl. Product: [CH3:37][O:36][C:32]1[CH:31]=[C:30]2[C:35]([C:26]([O:25][CH:11]3[CH2:10][CH:9]4[CH:13]([C:14](=[O:24])[NH:15][CH2:16][CH2:17][CH2:18][CH2:19][CH:20]=[CH:21][CH:22]5[C:6]([C:4]([OH:5])=[O:3])([NH:7][C:8]4=[O:44])[CH2:23]5)[CH2:12]3)=[CH:27][C:28]([C:38]3[CH:43]=[CH:42][CH:41]=[CH:40][CH:39]=3)=[N:29]2)=[CH:34][CH:33]=1. The catalyst class is: 30. (5) Reactant: C(C1C=CC(S(Cl)(=O)=O)=CC=1)#N.[C:13]([O:17][C:18]([N:20]1[CH2:25][CH2:24][CH:23](CNC)[CH2:22][CH2:21]1)=[O:19])([CH3:16])([CH3:15])[CH3:14].C(N(CC)CC)C. Product: [C:13]([O:17][C:18]([N:20]1[CH2:25][CH2:24][CH2:23][CH2:22][CH2:21]1)=[O:19])([CH3:16])([CH3:14])[CH3:15]. The catalyst class is: 2. (6) Reactant: [CH3:1][C:2]1[O:3][C:4]2[C:9]([C:10](=[O:12])[CH:11]=1)=[CH:8][CH:7]=[CH:6][C:5]=2[CH:13]=[C:14]([C:23](=O)[CH3:24])[C:15]([O:17][CH2:18][CH:19]1[CH2:22][CH2:21][CH2:20]1)=[O:16].[NH2:26][C:27]([CH3:32])=[CH:28][C:29](=[O:31])[CH3:30]. Product: [C:29]([C:28]1[CH:13]([C:5]2[CH:6]=[CH:7][CH:8]=[C:9]3[C:4]=2[O:3][C:2]([CH3:1])=[CH:11][C:10]3=[O:12])[C:14]([C:15]([O:17][CH2:18][CH:19]2[CH2:22][CH2:21][CH2:20]2)=[O:16])=[C:23]([CH3:24])[NH:26][C:27]=1[CH3:32])(=[O:31])[CH3:30]. The catalyst class is: 8. (7) Product: [F:1][C:2]1[CH:27]=[CH:26][C:5]([C:6]([NH:8][C@H:9]([C:17]([N:19]2[CH2:24][CH2:23][N:22]([CH3:25])[CH2:21][CH2:20]2)=[O:18])[CH2:10][CH2:11][CH2:12][C:13]([OH:15])=[O:14])=[O:7])=[CH:4][CH:3]=1. The catalyst class is: 30. Reactant: [F:1][C:2]1[CH:27]=[CH:26][C:5]([C:6]([NH:8][C@H:9]([C:17]([N:19]2[CH2:24][CH2:23][N:22]([CH3:25])[CH2:21][CH2:20]2)=[O:18])[CH2:10][CH2:11][CH2:12][C:13]([O:15]C)=[O:14])=[O:7])=[CH:4][CH:3]=1.[Li+].[OH-]. (8) Product: [CH3:18][C:2]([CH3:1])([CH3:19])[CH2:3][N:4]1[C:12]2[C:7](=[N:8][C:9]([CH:13]3[CH:14]([CH3:15])[CH:22]3[C:23]([O:25][CH2:26][CH3:27])=[O:24])=[CH:10][CH:11]=2)[N:6]([CH3:16])[C:5]1=[O:17]. The catalyst class is: 11. Reactant: [CH3:1][C:2]([CH3:19])([CH3:18])[CH2:3][N:4]1[C:12]2[C:7](=[N:8][C:9](/[CH:13]=[CH:14]/[CH3:15])=[CH:10][CH:11]=2)[N:6]([CH3:16])[C:5]1=[O:17].[N+](=[CH:22][C:23]([O:25][CH2:26][CH3:27])=[O:24])=[N-]. (9) Reactant: [CH3:1][N:2]([CH3:7])[CH2:3][C:4](O)=[O:5].CN(C(ON1N=NC2C=CC=NC1=2)=[N+](C)C)C.F[P-](F)(F)(F)(F)F.C(N(CC)CC)C.[F:39][C:40]1[CH:41]=[CH:42][C:43]([N:67]2[N:71]=[CH:70][CH:69]=[N:68]2)=[C:44]([C@H:46]([O:48][C:49]2[C:50]([NH2:66])=[N:51][CH:52]=[C:53]([C:55]3[CH:56]=[N:57][N:58]([CH:60]4[CH2:65][CH2:64][NH:63][CH2:62][CH2:61]4)[CH:59]=3)[CH:54]=2)[CH3:47])[CH:45]=1. Product: [NH2:66][C:50]1[N:51]=[CH:52][C:53]([C:55]2[CH:56]=[N:57][N:58]([CH:60]3[CH2:61][CH2:62][N:63]([C:4](=[O:5])[CH2:3][N:2]([CH3:7])[CH3:1])[CH2:64][CH2:65]3)[CH:59]=2)=[CH:54][C:49]=1[O:48][C@@H:46]([C:44]1[CH:45]=[C:40]([F:39])[CH:41]=[CH:42][C:43]=1[N:67]1[N:71]=[CH:70][CH:69]=[N:68]1)[CH3:47]. The catalyst class is: 376.